Dataset: M1 muscarinic receptor antagonist screen with 61,756 compounds. Task: Binary Classification. Given a drug SMILES string, predict its activity (active/inactive) in a high-throughput screening assay against a specified biological target. (1) The drug is s1c(nnc1NC(=O)Cc1sccc1)Cc1cc(OC)c(OC)cc1. The result is 0 (inactive). (2) The compound is O1CCN(CC1)CCNC(=O)c1c2c(oc1C)c1c(c(OC(=O)C)c2)cccc1. The result is 0 (inactive). (3) The drug is S1c2c(N(C(=O)CN3CCN(CC3)c3ncccc3)c3c1cccc3)cc(cc2)C(F)(F)F. The result is 1 (active). (4) The compound is O(c1cc(cc(c1)C)C)CC(=O)Nc1cc(c2oc3c(n2)nccc3)ccc1. The result is 0 (inactive). (5) The compound is O=C(N(c1c(n(n(c1=O)c1ccccc1)C)C)C)C12CC3CC(C2)CC(C1)C3. The result is 0 (inactive). (6) The molecule is Brc1c(CN2CC(CCC2)C(=O)N2CCCCC2)cccc1. The result is 1 (active). (7) The molecule is Clc1c(CSc2ncccn2)cccc1. The result is 0 (inactive). (8) The drug is O1C2(OCCC1)c1c(N(C2=O)CC(=O)Nc2c(OC)cccc2)cccc1. The result is 0 (inactive).